Dataset: Full USPTO retrosynthesis dataset with 1.9M reactions from patents (1976-2016). Task: Predict the reactants needed to synthesize the given product. (1) Given the product [C:13]([C:17]1[CH:18]=[CH:19][C:20]([C:23]2[CH:28]=[C:27]([CH3:29])[C:26]([N:30]=[C:7]3[CH2:8][CH2:9][CH2:10][CH2:11][NH:6]3)=[CH:25][C:24]=2[CH3:31])=[CH:21][CH:22]=1)([CH3:16])([CH3:15])[CH3:14], predict the reactants needed to synthesize it. The reactants are: P(Cl)(Cl)(Cl)=O.[NH:6]1[CH2:11][CH2:10][CH2:9][CH2:8][C:7]1=O.[C:13]([C:17]1[CH:22]=[CH:21][C:20]([C:23]2[CH:28]=[C:27]([CH3:29])[C:26]([NH2:30])=[CH:25][C:24]=2[CH3:31])=[CH:19][CH:18]=1)([CH3:16])([CH3:15])[CH3:14].[OH-].[Na+]. (2) Given the product [F:17][C:18]1[C:23]([F:24])=[CH:22][CH:21]=[CH:20][C:19]=1[C:25]1[N:33]=[C:28]2[CH:29]=[N:30][N:31]([CH2:11][C:7]3[CH:6]=[C:5]4[C:10](=[CH:9][CH:8]=3)[N:1]=[CH:2][CH:3]=[CH:4]4)[CH:32]=[C:27]2[N:26]=1, predict the reactants needed to synthesize it. The reactants are: [N:1]1[C:10]2[C:5](=[CH:6][C:7]([CH2:11]OS(C)(=O)=O)=[CH:8][CH:9]=2)[CH:4]=[CH:3][CH:2]=1.[F:17][C:18]1[C:23]([F:24])=[CH:22][CH:21]=[CH:20][C:19]=1[C:25]1[N:33]=[C:28]2[CH:29]=[N:30][NH:31][CH:32]=[C:27]2[N:26]=1. (3) Given the product [CH3:17][C:7]1[C:6]2[CH:5]=[C:4]([C:18]#[N:19])[CH:3]=[C:2]([C:23]3[CH:24]=[CH:25][N:20]=[CH:21][CH:22]=3)[C:10]=2[N:9]2[CH2:11][CH2:12][CH2:13][NH:14][C:15](=[O:16])[C:8]=12, predict the reactants needed to synthesize it. The reactants are: Br[C:2]1[C:10]2[N:9]3[CH2:11][CH2:12][CH2:13][NH:14][C:15](=[O:16])[C:8]3=[C:7]([CH3:17])[C:6]=2[CH:5]=[C:4]([C:18]#[N:19])[CH:3]=1.[N:20]1[CH:25]=[CH:24][C:23](B(O)O)=[CH:22][CH:21]=1. (4) Given the product [ClH:1].[ClH:1].[CH2:2]([O:9][C:10]([C:12]1[C:20]2[C:15](=[CH:16][CH:17]=[C:18]([CH2:21][CH2:22][N:23]([CH2:25][CH3:26])[CH2:30][CH3:32])[CH:19]=2)[NH:14][C:13]=1[CH3:24])=[O:11])[C:3]1[CH:4]=[CH:5][CH:6]=[CH:7][CH:8]=1, predict the reactants needed to synthesize it. The reactants are: [ClH:1].[CH2:2]([O:9][C:10]([C:12]1[C:20]2[C:15](=[CH:16][CH:17]=[C:18]([CH2:21][CH2:22][NH2:23])[CH:19]=2)[NH:14][C:13]=1[CH3:24])=[O:11])[C:3]1[CH:8]=[CH:7][CH:6]=[CH:5][CH:4]=1.[CH:25](=O)[CH3:26].[BH-](OC(C)=O)(OC(C)=O)O[C:30]([CH3:32])=O.[Na+].C([O-])(O)=O.[Na+]. (5) The reactants are: C[O:2][C:3]([C:5]1[CH:6]=[N:7][N:8]([C:16]2[CH:21]=[CH:20][CH:19]=[CH:18][CH:17]=2)[C:9]=1[CH:10]1[CH2:15][CH2:14][CH2:13][CH2:12][CH2:11]1)=[O:4].[OH-].[Na+].O.Cl. Given the product [CH:10]1([C:9]2[N:8]([C:16]3[CH:21]=[CH:20][CH:19]=[CH:18][CH:17]=3)[N:7]=[CH:6][C:5]=2[C:3]([OH:4])=[O:2])[CH2:11][CH2:12][CH2:13][CH2:14][CH2:15]1, predict the reactants needed to synthesize it. (6) Given the product [NH2:14][CH:15]([CH2:18][C:19]1[CH:24]=[CH:23][CH:22]=[CH:21][C:20]=1[O:25][CH3:26])[C:16]#[N:17], predict the reactants needed to synthesize it. The reactants are: C(=[N:14][CH:15]([CH2:18][C:19]1[CH:24]=[CH:23][CH:22]=[CH:21][C:20]=1[O:25][CH3:26])[C:16]#[N:17])(C1C=CC=CC=1)C1C=CC=CC=1.Cl. (7) Given the product [NH2:8][CH:9]([CH2:13][C:14]([F:17])([F:16])[F:15])[CH2:10][OH:11], predict the reactants needed to synthesize it. The reactants are: [Li+].[BH4-].C[Si](Cl)(C)C.[NH2:8][CH:9]([CH2:13][C:14]([F:17])([F:16])[F:15])[C:10](O)=[O:11]. (8) Given the product [Br:10][C:7]1[CH:6]=[C:3]2[C:2](=[N:9][CH:8]=1)[N:1]=[C:23]([CH3:24])[C:22]([C:21]([NH:20][CH2:19][C:18]1[CH:17]=[CH:16][C:15]([C:11]([CH3:14])([CH3:13])[CH3:12])=[CH:28][CH:27]=1)=[O:26])=[CH:4]2, predict the reactants needed to synthesize it. The reactants are: [NH2:1][C:2]1[N:9]=[CH:8][C:7]([Br:10])=[CH:6][C:3]=1[CH:4]=O.[C:11]([C:15]1[CH:28]=[CH:27][C:18]([CH2:19][NH:20][C:21](=[O:26])[CH2:22][C:23](=O)[CH3:24])=[CH:17][CH:16]=1)([CH3:14])([CH3:13])[CH3:12].CCO. (9) Given the product [C:1]([O-:15])(=[O:14])[CH2:2][CH2:3][NH:4][C:5](=[O:13])[C@@H:6]([C:8]([CH2:11][OH:12])([CH3:10])[CH3:9])[OH:7].[Mg+2:17].[C:18]([O-:32])(=[O:31])[CH2:19][CH2:20][NH:21][C:22](=[O:30])[C@@H:23]([C:25]([CH2:28][OH:29])([CH3:27])[CH3:26])[OH:24], predict the reactants needed to synthesize it. The reactants are: [C:1]([OH:15])(=[O:14])[CH2:2][CH2:3][NH:4][C:5](=[O:13])[C@H:6]([C:8]([CH2:11][OH:12])([CH3:10])[CH3:9])[OH:7].[Ca].[Mg:17].[C:18]([O-:32])(=[O:31])[CH2:19][CH2:20][NH:21][C:22](=[O:30])[C@@H:23]([C:25]([CH2:28][OH:29])([CH3:27])[CH3:26])[OH:24].[Ca+2].[C:18]([O-:32])(=[O:31])[CH2:19][CH2:20][NH:21][C:22](=[O:30])[C@@H:23]([C:25]([CH2:28][OH:29])([CH3:27])[CH3:26])[OH:24].